This data is from Catalyst prediction with 721,799 reactions and 888 catalyst types from USPTO. The task is: Predict which catalyst facilitates the given reaction. (1) Reactant: [OH:1][C:2]1[C:15]2[C:14](=[O:16])[C:13]3[CH:12]=[C:11]4[CH:17]=[CH:18][CH:19]=[CH:20][C:10]4=[CH:9][C:8]=3[O:7][C:6]=2[CH:5]=[C:4]([OH:21])[CH:3]=1.[CH2:22]([CH:24]1[O:26][CH2:25]1)Cl. Product: [O:26]1[CH2:25][CH:24]1[CH2:22][O:1][C:2]1[C:15]2[C:14](=[O:16])[C:13]3[CH:12]=[C:11]4[CH:17]=[CH:18][CH:19]=[CH:20][C:10]4=[CH:9][C:8]=3[O:7][C:6]=2[CH:5]=[C:4]([O:21][CH2:22][CH:24]2[CH2:25][O:26]2)[CH:3]=1. The catalyst class is: 21. (2) Reactant: [OH:1][C:2]1[S:3][C:4]2[CH2:10][CH2:9][CH2:8][CH2:7][C:5]=2[N:6]=1.[H-].[Na+].Br[CH2:14][C:15]([C:17]1[CH:22]=[CH:21][C:20]([CH3:23])=[CH:19][CH:18]=1)=[O:16].O. Product: [O:16]=[C:15]([C:17]1[CH:22]=[CH:21][C:20]([CH3:23])=[CH:19][CH:18]=1)[CH2:14][N:6]1[C:5]2[CH2:7][CH2:8][CH2:9][CH2:10][C:4]=2[S:3][C:2]1=[O:1]. The catalyst class is: 3. (3) Reactant: [CH3:1][O:2][C:3](=[O:12])[NH:4][C:5]1[CH:6]=[N:7][CH:8]=[CH:9][C:10]=1[CH3:11].[CH3:13][C:14]([O:17][C:18](O[C:18]([O:17][C:14]([CH3:16])([CH3:15])[CH3:13])=[O:19])=[O:19])([CH3:16])[CH3:15].C(N(C(C)C)CC)(C)C. Product: [C:14]([O:17][C:18]([N:7]1[CH2:8][CH2:9][C@H:10]([CH3:11])[C@H:5]([NH:4][C:3]([O:2][CH3:1])=[O:12])[CH2:6]1)=[O:19])([CH3:16])([CH3:15])[CH3:13]. The catalyst class is: 511. (4) Reactant: C(OC(=O)[NH:7][C@H:8]1[CH2:12][C@@H:11]([O:13][C:14]2[C:23]3[C:18](=[CH:19][C:20]([O:24][CH3:25])=[CH:21][CH:22]=3)[N:17]=[C:16]([C:26]3[CH:31]=[CH:30][CH:29]=[CH:28][CH:27]=3)[CH:15]=2)[CH2:10][C@H:9]1[C:32](=[O:59])[NH:33][C@:34]1([C:39]([NH:41][S:42]([C:45]2[CH:50]=[CH:49][CH:48]=[C:47]([O:51][CH2:52][C:53]3[CH:58]=[CH:57][CH:56]=[CH:55][CH:54]=3)[CH:46]=2)(=[O:44])=[O:43])=[O:40])[CH2:36][C@H:35]1[CH:37]=[CH2:38])(C)(C)C.Cl. Product: [CH2:52]([O:51][C:47]1[CH:46]=[C:45]([S:42]([NH:41][C:39]([C@@:34]2([NH:33][C:32]([C@@H:9]3[CH2:10][C@H:11]([O:13][C:14]4[C:23]5[C:18](=[CH:19][C:20]([O:24][CH3:25])=[CH:21][CH:22]=5)[N:17]=[C:16]([C:26]5[CH:31]=[CH:30][CH:29]=[CH:28][CH:27]=5)[CH:15]=4)[CH2:12][C@@H:8]3[NH2:7])=[O:59])[CH2:36][C@H:35]2[CH:37]=[CH2:38])=[O:40])(=[O:44])=[O:43])[CH:50]=[CH:49][CH:48]=1)[C:53]1[CH:54]=[CH:55][CH:56]=[CH:57][CH:58]=1. The catalyst class is: 12. (5) Reactant: [CH3:1][O:2][C:3]1[CH:12]=[CH:11][CH:10]=[C:9]2[C:4]=1[CH2:5][CH2:6][CH2:7][C@H:8]2[NH:13][C@@H](C1C=CC=CC=1)CO.CN.I(O)(=O)(=O)=O. Product: [CH3:1][O:2][C:3]1[CH:12]=[CH:11][CH:10]=[C:9]2[C:4]=1[CH2:5][CH2:6][CH2:7][C@H:8]2[NH2:13]. The catalyst class is: 5. (6) Reactant: [Br:1][C:2]1[CH:9]=[CH:8][C:7]([C:10]([F:13])([F:12])[F:11])=[CH:6][C:3]=1[CH:4]=O.[CH2:14]([NH2:16])[CH3:15].C([BH3-])#N.[Na+].C(O)(=O)C. Product: [Br:1][C:2]1[CH:9]=[CH:8][C:7]([C:10]([F:13])([F:12])[F:11])=[CH:6][C:3]=1[CH2:4][NH:16][CH2:14][CH3:15]. The catalyst class is: 5.